From a dataset of Peptide-MHC class II binding affinity with 134,281 pairs from IEDB. Regression. Given a peptide amino acid sequence and an MHC pseudo amino acid sequence, predict their binding affinity value. This is MHC class II binding data. (1) The peptide sequence is GAMVATNFFGINTIP. The MHC is HLA-DQA10301-DQB10302 with pseudo-sequence HLA-DQA10301-DQB10302. The binding affinity (normalized) is 0.305. (2) The peptide sequence is EAAVKQAYAATVAAA. The MHC is DRB1_0101 with pseudo-sequence DRB1_0101. The binding affinity (normalized) is 0.844. (3) The peptide sequence is GELDIVDKIDAAFKI. The MHC is DRB1_0404 with pseudo-sequence DRB1_0404. The binding affinity (normalized) is 0.578. (4) The peptide sequence is ALSYYPTPLAKEDFL. The MHC is DRB3_0202 with pseudo-sequence DRB3_0202. The binding affinity (normalized) is 0.164.